This data is from Reaction yield outcomes from USPTO patents with 853,638 reactions. The task is: Predict the reaction yield, written as a fraction of the theoretical maximum amount of product (1.0 means a 100% yield; for example, 0.34 means a 34% yield). The reactants are [C:1]([O:5][C:6](=[O:18])[N:7]([C:9]1[CH:14]=[C:13]([O:15][CH3:16])[CH:12]=[CH:11][C:10]=1[NH2:17])[CH3:8])([CH3:4])([CH3:3])[CH3:2].[O:19]=[C:20]1[NH:24][C:23](=[O:25])[CH:22]([CH2:26][C:27]2[CH:37]=[CH:36][C:30]([O:31][CH2:32][C:33](O)=[O:34])=[CH:29][CH:28]=2)[S:21]1.C(N(CC)CC)C.C(=O)([O-])O.[Na+]. The catalyst is C(Cl)Cl.C(OCC)(=O)C. The product is [C:1]([O:5][C:6](=[O:18])[N:7]([C:9]1[CH:14]=[C:13]([O:15][CH3:16])[CH:12]=[CH:11][C:10]=1[NH:17][C:33](=[O:34])[CH2:32][O:31][C:30]1[CH:29]=[CH:28][C:27]([CH2:26][CH:22]2[S:21][C:20](=[O:19])[NH:24][C:23]2=[O:25])=[CH:37][CH:36]=1)[CH3:8])([CH3:4])([CH3:2])[CH3:3]. The yield is 0.850.